This data is from Reaction yield outcomes from USPTO patents with 853,638 reactions. The task is: Predict the reaction yield, written as a fraction of the theoretical maximum amount of product (1.0 means a 100% yield; for example, 0.34 means a 34% yield). (1) The reactants are [CH3:1][S:2][C:3]1[CH:11]=[CH:10][C:6]([C:7]([OH:9])=O)=[CH:5][CH:4]=1.C1N=CN(C(N2C=NC=C2)=O)C=1.Cl.[NH2:25][CH2:26][C:27]1[CH:28]=[C:29]2[C:33](=[CH:34][CH:35]=1)[C:32](=[O:36])[N:31]([C:37]1([CH3:45])[CH2:42][CH2:41][C:40](=[O:43])[NH:39][C:38]1=[O:44])[C:30]2=[O:46].CCOC(C)=O. The catalyst is CN(C)C=O. The product is [CH3:45][C:37]1([N:31]2[C:30](=[O:46])[C:29]3[C:33](=[CH:34][CH:35]=[C:27]([CH2:26][NH:25][C:7](=[O:9])[C:6]4[CH:5]=[CH:4][C:3]([S:2][CH3:1])=[CH:11][CH:10]=4)[CH:28]=3)[C:32]2=[O:36])[CH2:42][CH2:41][C:40](=[O:43])[NH:39][C:38]1=[O:44]. The yield is 0.260. (2) The reactants are [CH3:1][O:2][N:3]([CH3:15])[C:4]([C:6]1[C:14]2[C:9](=[CH:10][CH:11]=[CH:12][CH:13]=2)[NH:8][N:7]=1)=[O:5].FC(F)(F)C(OC1C(OC(=O)C(F)(F)F)=C([I:27])C=CC=1)=O.II.OS([O-])=O.[Na+]. The catalyst is C(Cl)Cl. The product is [I:27][C:12]1[CH:13]=[C:14]2[C:9](=[CH:10][CH:11]=1)[NH:8][N:7]=[C:6]2[C:4]([N:3]([O:2][CH3:1])[CH3:15])=[O:5]. The yield is 0.720. (3) The reactants are Cl[C:2]1[C:7]2[C:8]([I:11])=[N:9][NH:10][C:6]=2[CH:5]=[CH:4][N:3]=1.[CH3:12][NH2:13]. The catalyst is C(O)CCC. The product is [I:11][C:8]1[C:7]2[C:2]([NH:13][CH3:12])=[N:3][CH:4]=[CH:5][C:6]=2[NH:10][N:9]=1. The yield is 0.330. (4) The reactants are [H-].[H-].[H-].[H-].[Li+].[Al+3].[C:7]1([C@@H:13]([N@@:15]2[CH2:17][CH:16]2[C:18](OC)=[O:19])[CH3:14])[CH:12]=[CH:11][CH:10]=[CH:9][CH:8]=1.C1([C@@H]([N@]2CC2C(OC)=O)C)C=CC=CC=1.[OH-].[K+]. The catalyst is C1COCC1.CO. The product is [C:7]1([C@@H:13]([N@:15]2[CH2:17][CH:16]2[CH2:18][OH:19])[CH3:14])[CH:8]=[CH:9][CH:10]=[CH:11][CH:12]=1. The yield is 0.900. (5) The reactants are Br[CH2:2][C:3]1[CH:8]=[CH:7][C:6]([O:9][CH3:10])=[C:5]([N+:11]([O-:13])=[O:12])[CH:4]=1.CCO.[CH3:17][NH2:18]. No catalyst specified. The product is [CH3:10][O:9][C:6]1[CH:7]=[CH:8][C:3]([CH2:2][NH:18][CH3:17])=[CH:4][C:5]=1[N+:11]([O-:13])=[O:12]. The yield is 1.00. (6) The reactants are [N+:1]([C:4]1[CH:9]=[CH:8][C:7]([NH:10][CH:11]2[CH2:16][CH2:15][CH:14]([O:17][CH2:18][C:19]([OH:21])=O)[CH2:13][CH2:12]2)=[CH:6][C:5]=1[C:22]([F:25])([F:24])[F:23])([O-:3])=[O:2].CCN=C=NCCCN(C)C.Cl.C1C=CC2N(O)N=NC=2C=1.C(N(CC)CC)C.[F:55][C:56]([F:74])([F:73])[C:57]1[CH:58]=[CH:59][C:60]2[O:64][CH:63]([CH2:65][N:66]3[CH2:71][CH2:70][NH:69][CH2:68][CH2:67]3)[CH2:62][C:61]=2[CH:72]=1. The catalyst is ClCCl.O. The product is [N+:1]([C:4]1[CH:9]=[CH:8][C:7]([NH:10][CH:11]2[CH2:12][CH2:13][CH:14]([O:17][CH2:18][C:19]([N:69]3[CH2:70][CH2:71][N:66]([CH2:65][CH:63]4[CH2:62][C:61]5[CH:72]=[C:57]([C:56]([F:74])([F:55])[F:73])[CH:58]=[CH:59][C:60]=5[O:64]4)[CH2:67][CH2:68]3)=[O:21])[CH2:15][CH2:16]2)=[CH:6][C:5]=1[C:22]([F:25])([F:23])[F:24])([O-:3])=[O:2]. The yield is 0.400. (7) The reactants are O[CH2:2][C:3]1[O:11][C:10]2[C:9]([C:12]3[CH:17]=[CH:16][N:15]=[C:14]([NH:18][C:19](=[O:21])[CH3:20])[CH:13]=3)=[CH:8][N:7]([CH3:22])[C:6](=[O:23])[C:5]=2[CH:4]=1.P(Br)(Br)[Br:25]. The product is [Br:25][CH2:2][C:3]1[O:11][C:10]2[C:9]([C:12]3[CH:17]=[CH:16][N:15]=[C:14]([NH:18][C:19](=[O:21])[CH3:20])[CH:13]=3)=[CH:8][N:7]([CH3:22])[C:6](=[O:23])[C:5]=2[CH:4]=1. The catalyst is O1CCOCC1.C(Cl)Cl. The yield is 1.13. (8) The reactants are [H-].[Na+].[CH:3]1[C:13]2[C:12]3[CH:14]=[CH:15][CH:16]=[CH:17][C:11]=3[CH2:10][C:9](=[O:18])[NH:8][C:7]=2[CH:6]=[CH:5][CH:4]=1.[CH3:19]I. The catalyst is CN(C=O)C.C(Cl)Cl.O. The product is [CH3:19][CH:10]1[C:9](=[O:18])[NH:8][C:7]2[CH:6]=[CH:5][CH:4]=[CH:3][C:13]=2[C:12]2[CH:14]=[CH:15][CH:16]=[CH:17][C:11]1=2. The yield is 0.630. (9) The reactants are Cl[C:2]1[N:7]2[CH:8]=[CH:9][N:10]=[C:6]2[CH:5]=[C:4]([C:11]2[CH:16]=[CH:15][C:14]([N:17]3[CH2:22][CH2:21][O:20][CH2:19][CH2:18]3)=[CH:13][CH:12]=2)[N:3]=1.CC1(C)C(C)(C)OB([C:31]2[CH:32]=[N:33][NH:34][CH:35]=2)O1.C(=O)([O-])[O-].[K+].[K+]. The catalyst is COCCOC.O.C1C=CC([P]([Pd]([P](C2C=CC=CC=2)(C2C=CC=CC=2)C2C=CC=CC=2)([P](C2C=CC=CC=2)(C2C=CC=CC=2)C2C=CC=CC=2)[P](C2C=CC=CC=2)(C2C=CC=CC=2)C2C=CC=CC=2)(C2C=CC=CC=2)C2C=CC=CC=2)=CC=1. The product is [NH:33]1[CH:32]=[C:31]([C:2]2[N:7]3[CH:8]=[CH:9][N:10]=[C:6]3[CH:5]=[C:4]([C:11]3[CH:16]=[CH:15][C:14]([N:17]4[CH2:22][CH2:21][O:20][CH2:19][CH2:18]4)=[CH:13][CH:12]=3)[N:3]=2)[CH:35]=[N:34]1. The yield is 0.364. (10) The reactants are C([Li])CCC.[CH3:6][C:7]1[NH:8][CH:9]=[C:10]([C:12]2[CH:17]=[CH:16][CH:15]=[CH:14][CH:13]=2)[CH:11]=1.Cl[C:19]([O:21][CH2:22][CH3:23])=[O:20]. The catalyst is O1CCCC1. The product is [CH3:6][C:7]1[N:8]([C:19]([O:21][CH2:22][CH3:23])=[O:20])[CH:9]=[C:10]([C:12]2[CH:13]=[CH:14][CH:15]=[CH:16][CH:17]=2)[CH:11]=1. The yield is 0.860.